From a dataset of Forward reaction prediction with 1.9M reactions from USPTO patents (1976-2016). Predict the product of the given reaction. (1) Given the reactants [C:1]([O:5][C:6]([N:8]1[CH:13]2[CH2:14][CH2:15][CH2:16][CH:9]1[CH2:10][C:11](=[CH:17][C:18]([O:20][CH2:21][CH3:22])=[O:19])[CH2:12]2)=[O:7])([CH3:4])([CH3:3])[CH3:2], predict the reaction product. The product is: [C:1]([O:5][C:6]([N:8]1[CH:9]2[CH2:16][CH2:15][CH2:14][CH:13]1[CH2:12][CH:11]([CH2:17][C:18]([O:20][CH2:21][CH3:22])=[O:19])[CH2:10]2)=[O:7])([CH3:4])([CH3:3])[CH3:2]. (2) Given the reactants Cl[C:2]1[CH:7]=[C:6]([Cl:8])[CH:5]=[C:4]([C:9]([F:12])([F:11])[F:10])[N:3]=1.[Cl:13][C:14]1[CH:15]=[C:16](B(O)O)[CH:17]=[CH:18][CH:19]=1.C([O-])([O-])=O.[Cs+].[Cs+].C1(C)C=CC=CC=1, predict the reaction product. The product is: [Cl:8][C:6]1[CH:5]=[C:4]([C:9]([F:12])([F:11])[F:10])[N:3]=[C:2]([C:18]2[CH:17]=[CH:16][CH:15]=[C:14]([Cl:13])[CH:19]=2)[CH:7]=1. (3) Given the reactants [C:1]1([CH:7]2[C:16]3[C:11]4=[C:12]([CH:21]([C:24]5[CH:29]=[CH:28][CH:27]=[CH:26][CH:25]=5)[CH2:22][CH2:23][N:10]4[CH2:9][CH2:8]2)[CH:13]=[C:14]([CH2:17][C:18]([OH:20])=O)[CH:15]=3)[CH:6]=[CH:5][CH:4]=[CH:3][CH:2]=1.[CH2:30]([NH2:32])[CH3:31].CCN=C=NCCCN(C)C.C1C=CC2N(O)N=NC=2C=1, predict the reaction product. The product is: [CH2:30]([NH:32][C:18](=[O:20])[CH2:17][C:14]1[CH:13]=[C:12]2[C:11]3=[C:16]([CH:7]([C:1]4[CH:6]=[CH:5][CH:4]=[CH:3][CH:2]=4)[CH2:8][CH2:9][N:10]3[CH2:23][CH2:22][CH:21]2[C:24]2[CH:25]=[CH:26][CH:27]=[CH:28][CH:29]=2)[CH:15]=1)[CH3:31]. (4) Given the reactants Cl.[CH2:2]([NH:4][OH:5])[CH3:3].[CH:6]([C:8]1[C:9]([C:19]([OH:21])=[O:20])=[N:10][C:11]([S:15]([OH:18])(=[O:17])=[O:16])=[CH:12][C:13]=1[CH3:14])=O, predict the reaction product. The product is: [CH2:2]([N+:4]([O-:5])=[CH:6][C:8]1[C:9]([C:19]([OH:21])=[O:20])=[N:10][C:11]([S:15]([OH:18])(=[O:17])=[O:16])=[CH:12][C:13]=1[CH3:14])[CH3:3]. (5) Given the reactants C(Cl)(=O)C(Cl)=O.CS(C)=O.[OH:11][CH2:12][C@H:13]([C@@H:15]1[C@:23]2([CH3:24])[C@H:18]([C@@H:19]([O:25][C:26](=[O:28])[CH3:27])[CH2:20][CH2:21][CH2:22]2)[CH2:17][CH2:16]1)[CH3:14], predict the reaction product. The product is: [CH3:24][C@@:23]12[C@@H:15]([C@@H:13]([CH:12]=[O:11])[CH3:14])[CH2:16][CH2:17][C@H:18]1[C@@H:19]([O:25][C:26](=[O:28])[CH3:27])[CH2:20][CH2:21][CH2:22]2. (6) Given the reactants [Br:1][C:2]1[CH:3]=[C:4]([OH:8])[CH:5]=[CH:6][CH:7]=1.[C:9](Cl)(=[O:11])[CH3:10], predict the reaction product. The product is: [C:9]([O:8][C:4]1[CH:5]=[CH:6][CH:7]=[C:2]([Br:1])[CH:3]=1)(=[O:11])[CH3:10]. (7) Given the reactants [Cl:1]S([N:5]=[C:6]=[O:7])(=O)=O.[OH:8][CH2:9][C@@H:10]([NH:22]C(=O)OC(C)(C)C)[CH2:11][C:12]1[CH:17]=[CH:16][CH:15]=[C:14]([C:18]([F:21])([F:20])[F:19])[CH:13]=1.O, predict the reaction product. The product is: [ClH:1].[C:6](=[O:7])([O:8][CH2:9][C@@H:10]([NH2:22])[CH2:11][C:12]1[CH:17]=[CH:16][CH:15]=[C:14]([C:18]([F:20])([F:21])[F:19])[CH:13]=1)[NH2:5]. (8) The product is: [C:19]([C:20]1[C:21](=[O:22])[N:9]([CH2:10][C:11]([O:13][CH3:14])=[O:12])[C:7]2[N:8]=[C:3]([O:2][CH3:1])[CH:4]=[CH:5][C:6]=2[N:15]=1)([CH3:26])([CH3:25])[CH3:18]. Given the reactants [CH3:1][O:2][C:3]1[N:8]=[C:7]([NH:9][CH2:10][C:11]([O:13][CH3:14])=[O:12])[C:6]([N+:15]([O-])=O)=[CH:5][CH:4]=1.[CH3:18][C:19]([CH3:26])([CH3:25])[C:20](=O)[C:21](O)=[O:22].C1C=CC2N(O)N=NC=2C=1.CCN(C(C)C)C(C)C, predict the reaction product. (9) Given the reactants C1C(=O)N([I:8])C(=O)C1.[Br:9][C:10]1[S:14][C:13]2=[N:15][CH:16]=[CH:17][N:12]2[N:11]=1.[O-]S([O-])(=S)=O.[Na+].[Na+], predict the reaction product. The product is: [Br:9][C:10]1[S:14][C:13]2=[N:15][CH:16]=[C:17]([I:8])[N:12]2[N:11]=1.